From a dataset of Catalyst prediction with 721,799 reactions and 888 catalyst types from USPTO. Predict which catalyst facilitates the given reaction. Reactant: [C:1]([O:5][C:6]([NH:8][C@H:9]([CH2:21][C:22]1[CH:27]=[C:26]([F:28])[C:25]([F:29])=[CH:24][C:23]=1[F:30])[CH2:10][C:11]([N:13]1[CH2:17][CH2:16][S:15][CH:14]1[C:18]([OH:20])=O)=[O:12])=[O:7])([CH3:4])([CH3:3])[CH3:2].CCN=C=NCCCN(C)C.[NH2:42][CH2:43][C:44]1[CH:59]=[CH:58][C:47]([O:48][CH:49]([CH:55]([CH3:57])[CH3:56])[C:50]([O:52][CH2:53][CH3:54])=[O:51])=[CH:46][CH:45]=1.Cl.C(N(CC)CC)C. Product: [C:1]([O:5][C:6]([NH:8][C@H:9]([CH2:21][C:22]1[CH:27]=[C:26]([F:28])[C:25]([F:29])=[CH:24][C:23]=1[F:30])[CH2:10][C:11]([N:13]1[CH2:17][CH2:16][S:15][CH:14]1[C:18]([NH:42][CH2:43][C:44]1[CH:59]=[CH:58][C:47]([O:48][CH:49]([CH:55]([CH3:56])[CH3:57])[C:50]([O:52][CH2:53][CH3:54])=[O:51])=[CH:46][CH:45]=1)=[O:20])=[O:12])=[O:7])([CH3:3])([CH3:4])[CH3:2]. The catalyst class is: 2.